From a dataset of Cav3 T-type calcium channel HTS with 100,875 compounds. Binary Classification. Given a drug SMILES string, predict its activity (active/inactive) in a high-throughput screening assay against a specified biological target. (1) The drug is S(c1n(CC)c(nn1)COc1ccccc1)CC(=O)N(CC)CC. The result is 0 (inactive). (2) The drug is Brc1n(c2c(n(c(=O)n(c2=O)C)C)n1)CC(=O)c1cc(OC)ccc1. The result is 0 (inactive). (3) The compound is O=c1[nH]c2N(CCCc2cc1C#N)C. The result is 0 (inactive). (4) The molecule is O=C(N1CCN(CC1)Cc1c2c([nH]c1)cccc2)c1ccccc1. The result is 0 (inactive). (5) The compound is s1c(C(=O)N2CCOCC2)c(N)c2c1nc1c(c2)cc(cc1)C. The result is 0 (inactive). (6) The molecule is s1cc(nc1N)CC(OC)=O. The result is 0 (inactive). (7) The compound is Clc1ccc(C(N2CCSCC2)c2n(nnn2)CCc2ccccc2)cc1. The result is 1 (active).